Dataset: Reaction yield outcomes from USPTO patents with 853,638 reactions. Task: Predict the reaction yield, written as a fraction of the theoretical maximum amount of product (1.0 means a 100% yield; for example, 0.34 means a 34% yield). The reactants are [Br:1][C:2]1[CH:3]=[CH:4][C:5]([NH:8][CH2:9][CH:10]2[C:15]([CH3:17])([CH3:16])[CH2:14][CH2:13][CH2:12][NH:11]2)=[N:6][CH:7]=1.[CH3:18][C:19]1[CH:28]=[CH:27][C:26]2[C:25]([C:29](O)=[O:30])=[CH:24][CH:23]=[CH:22][C:21]=2[N:20]=1.Cl.CN(C)CCCN=C=NCC.O.ON1C2C=CC=CC=2N=N1. The catalyst is ClCCl. The product is [Br:1][C:2]1[CH:3]=[CH:4][C:5]([NH:8][CH2:9][CH:10]2[C:15]([CH3:17])([CH3:16])[CH2:14][CH2:13][CH2:12][N:11]2[C:29]([C:25]2[CH:24]=[CH:23][CH:22]=[C:21]3[C:26]=2[CH:27]=[CH:28][C:19]([CH3:18])=[N:20]3)=[O:30])=[N:6][CH:7]=1. The yield is 0.230.